Predict which catalyst facilitates the given reaction. From a dataset of Catalyst prediction with 721,799 reactions and 888 catalyst types from USPTO. (1) Reactant: [Br:1][C:2]1[CH:7]=[CH:6][C:5]([NH:8][C:9](=[O:12])[CH:10]=[CH2:11])=[CH:4][CH:3]=1.[ClH:13].[CH2:14]([O:21][C:22]1[CH:23]=[C:24]([C:28]2([F:34])[CH2:33][CH2:32][NH:31][CH2:30][CH2:29]2)[CH:25]=[CH:26][CH:27]=1)[C:15]1[CH:20]=[CH:19][CH:18]=[CH:17][CH:16]=1.C(=O)(O)[O-].[Na+]. Product: [ClH:13].[CH2:14]([O:21][C:22]1[CH:23]=[C:24]([C:28]2([F:34])[CH2:29][CH2:30][N:31]([CH2:11][CH2:10][C:9]([NH:8][C:5]3[CH:4]=[CH:3][C:2]([Br:1])=[CH:7][CH:6]=3)=[O:12])[CH2:32][CH2:33]2)[CH:25]=[CH:26][CH:27]=1)[C:15]1[CH:16]=[CH:17][CH:18]=[CH:19][CH:20]=1. The catalyst class is: 5. (2) Reactant: C1(P(C2C=CC=CC=2)C2C=CC=CC=2)C=CC=CC=1.N1C=CN=C1.[I:25]I.[N+:27]([C:30]1[CH:35]=[CH:34][C:33]([CH2:36][CH2:37]O)=[CH:32][CH:31]=1)([O-:29])=[O:28]. Product: [I:25][CH2:37][CH2:36][C:33]1[CH:34]=[CH:35][C:30]([N+:27]([O-:29])=[O:28])=[CH:31][CH:32]=1. The catalyst class is: 2. (3) Reactant: O=[C:2]([CH2:8]C)[CH2:3][C:4]([O:6][CH3:7])=[O:5].[CH3:10]OC(OC)N(C)C.Cl.[F:19][C:20]1[CH:21]=[C:22]([NH:27][NH2:28])[CH:23]=[C:24]([F:26])[CH:25]=1. Product: [F:19][C:20]1[CH:21]=[C:22]([N:27]2[CH:10]=[C:3]([C:4]([O:6][CH3:7])=[O:5])[C:2]([CH3:8])=[N:28]2)[CH:23]=[C:24]([F:26])[CH:25]=1. The catalyst class is: 8. (4) Reactant: [C:1]([C:5]1[CH:31]=[C:8]2[N:9]=[C:10]([CH3:30])[C:11]([CH:22]([CH2:27][CH2:28][CH3:29])[C:23]([O:25]C)=[O:24])=[C:12]([C:13]3[CH:18]=[CH:17][C:16]([O:19][CH3:20])=[CH:15][C:14]=3[F:21])[N:7]2[N:6]=1)([CH3:4])([CH3:3])[CH3:2].[OH-].[Na+]. Product: [C:1]([C:5]1[CH:31]=[C:8]2[N:9]=[C:10]([CH3:30])[C:11]([CH:22]([CH2:27][CH2:28][CH3:29])[C:23]([OH:25])=[O:24])=[C:12]([C:13]3[CH:18]=[CH:17][C:16]([O:19][CH3:20])=[CH:15][C:14]=3[F:21])[N:7]2[N:6]=1)([CH3:3])([CH3:4])[CH3:2]. The catalyst class is: 5.